Dataset: Forward reaction prediction with 1.9M reactions from USPTO patents (1976-2016). Task: Predict the product of the given reaction. (1) The product is: [NH2:22][C:17]1[N:18]=[C:19]([CH3:21])[C:20]2=[C:15]([CH2:14][C@H:13]([C:23]3[CH:28]=[CH:27][C:26]([F:29])=[CH:25][C:24]=3[C:30]3[CH:35]=[CH:34][CH:33]=[C:32]([O:36][CH3:37])[N:31]=3)[NH:12]/[C:11]/2=[N:10]\[OH:9])[N:16]=1. Given the reactants CC1(C)O[C@@H](CC[O:9]/[N:10]=[C:11]2\[NH:12][C@@H:13]([C:23]3[CH:28]=[CH:27][C:26]([F:29])=[CH:25][C:24]=3[C:30]3[CH:35]=[CH:34][CH:33]=[C:32]([O:36][CH3:37])[N:31]=3)[CH2:14][C:15]3[N:16]=[C:17]([NH2:22])[N:18]=[C:19]([CH3:21])[C:20]\2=3)CO1.Cl, predict the reaction product. (2) Given the reactants [Cl:1][C:2]1[CH:3]=[C:4]([C:13](=O)[CH3:14])[CH:5]=[N:6][C:7]=1[O:8][CH2:9][CH:10]([F:12])[F:11].[CH3:16][C:17]([S@:20]([NH2:22])=[O:21])([CH3:19])[CH3:18], predict the reaction product. The product is: [Cl:1][C:2]1[CH:3]=[C:4]([CH:13]([NH:22][S@@:20]([C:17]([CH3:19])([CH3:18])[CH3:16])=[O:21])[CH3:14])[CH:5]=[N:6][C:7]=1[O:8][CH2:9][CH:10]([F:12])[F:11]. (3) The product is: [OH:1][C:2]([CH3:33])([CH3:32])[C@H:3]([NH:15][C:16]([N:18]1[CH2:23][C:22](=[O:24])[NH:21][C:20]2[CH:25]=[C:26]([O:30][CH3:31])[C:27]([CH3:29])=[N:28][C:19]1=2)=[O:17])[C:4]1[CH:9]=[CH:8][C:7]([O:10][C:11]([F:12])([F:14])[F:13])=[CH:6][CH:5]=1. Given the reactants [OH:1][C:2]([CH3:33])([CH3:32])[CH:3]([NH:15][C:16]([N:18]1[CH2:23][C:22](=[O:24])[NH:21][C:20]2[CH:25]=[C:26]([O:30][CH3:31])[C:27]([CH3:29])=[N:28][C:19]1=2)=[O:17])[C:4]1[CH:9]=[CH:8][C:7]([O:10][C:11]([F:14])([F:13])[F:12])=[CH:6][CH:5]=1, predict the reaction product. (4) Given the reactants [CH2:1]([N:5]1[C:17]([CH2:18][CH2:19][S:20]([CH2:23][CH2:24][CH3:25])(=[O:22])=[O:21])=[C:16]2[C:7]([C:8]([NH2:26])=[N:9][C:10]3[CH:11]=[CH:12][CH:13]=[CH:14][C:15]=32)=[N:6]1)[CH2:2][CH2:3][CH3:4], predict the reaction product. The product is: [CH2:1]([N:5]1[C:17]([CH2:18][CH2:19][S:20]([CH2:23][CH2:24][CH3:25])(=[O:21])=[O:22])=[C:16]2[C:7]([C:8]([NH2:26])=[N:9][C:10]3[CH2:11][CH2:12][CH2:13][CH2:14][C:15]=32)=[N:6]1)[CH2:2][CH2:3][CH3:4].